This data is from hERG potassium channel inhibition data for cardiac toxicity prediction from Karim et al.. The task is: Regression/Classification. Given a drug SMILES string, predict its toxicity properties. Task type varies by dataset: regression for continuous values (e.g., LD50, hERG inhibition percentage) or binary classification for toxic/non-toxic outcomes (e.g., AMES mutagenicity, cardiotoxicity, hepatotoxicity). Dataset: herg_karim. The drug is c1ccc(Cn2cc(NCCN3CCCCCC3)nn2)cc1. The result is 0 (non-blocker).